Task: Regression. Given a peptide amino acid sequence and an MHC pseudo amino acid sequence, predict their binding affinity value. This is MHC class I binding data.. Dataset: Peptide-MHC class I binding affinity with 185,985 pairs from IEDB/IMGT (1) The peptide sequence is GAVVKSDNK. The MHC is HLA-A33:01 with pseudo-sequence HLA-A33:01. The binding affinity (normalized) is 0. (2) The peptide sequence is GQTGVIADY. The MHC is HLA-B08:01 with pseudo-sequence HLA-B08:01. The binding affinity (normalized) is 0.0847. (3) The peptide sequence is SQQPVQMLY. The binding affinity (normalized) is 1.00. The MHC is HLA-A29:02 with pseudo-sequence HLA-A29:02. (4) The peptide sequence is HYLKSFSPL. The MHC is H-2-Db with pseudo-sequence H-2-Db. The binding affinity (normalized) is 0.0984.